The task is: Predict the reactants needed to synthesize the given product.. This data is from Full USPTO retrosynthesis dataset with 1.9M reactions from patents (1976-2016). (1) Given the product [Cl:1][C:2]1[CH:3]=[C:4]2[C:9](=[C:10]([Cl:20])[C:11]=1[O:12][CH2:13][CH:14]1[CH2:15][CH2:16][CH2:17][CH2:18][CH2:19]1)[O:8][C@H:7]([C:21]([F:23])([F:24])[F:22])[C:6]([C:25]([OH:27])=[O:26])=[CH:5]2, predict the reactants needed to synthesize it. The reactants are: [Cl:1][C:2]1[CH:3]=[C:4]2[C:9](=[C:10]([Cl:20])[C:11]=1[O:12][CH2:13][CH:14]1[CH2:19][CH2:18][CH2:17][CH2:16][CH2:15]1)[O:8][CH:7]([C:21]([F:24])([F:23])[F:22])[C:6]([C:25]([OH:27])=[O:26])=[CH:5]2.C1([C@H](N)C)C2C(=CC=CC=2)C=CC=1. (2) Given the product [F:1][C:2]1[CH:3]=[CH:4][C:5]([C:8]2[O:9][CH:10]=[C:11]([C:13](=[O:14])[CH3:17])[N:12]=2)=[CH:6][CH:7]=1, predict the reactants needed to synthesize it. The reactants are: [F:1][C:2]1[CH:7]=[CH:6][C:5]([C:8]2[O:9][CH:10]=[C:11]([CH:13]=[O:14])[N:12]=2)=[CH:4][CH:3]=1.[N+](=[CH2:17])=[N-]. (3) Given the product [NH:1]1[CH:5]=[CH:4][C:3]([N:6]2[C:10](=[O:11])[C:9]3[C:8](=[CH:16][CH:15]=[CH:14][CH:13]=3)[C:7]2=[O:12])=[N:2]1, predict the reactants needed to synthesize it. The reactants are: [NH:1]1[CH:5]=[CH:4][C:3]([NH2:6])=[N:2]1.[C:7]1(=O)[O:12][C:10](=[O:11])[C:9]2=[CH:13][CH:14]=[CH:15][CH:16]=[C:8]12. (4) Given the product [CH2:12]([C:4]1[CH:3]=[C:2]([CH:11]=[CH:10][C:5]=1[C:6]([O:8][CH3:9])=[O:7])[C:23]([OH:22])=[O:59])[CH3:13], predict the reactants needed to synthesize it. The reactants are: Br[C:2]1[CH:11]=[CH:10][C:5]([C:6]([O:8][CH3:9])=[O:7])=[C:4]([CH2:12][CH3:13])[CH:3]=1.CC1(C)C2C=CC=C(P(C3C=CC=CC=3)C3C=CC=CC=3)[C:23]=2[O:22]C2C1=CC=CC=2P(C1C=CC=CC=1)C1C=CC=CC=1.C1C[O:59]CC1. (5) The reactants are: [CH3:16][C:11]1([CH3:17])[C:12]([CH3:15])([CH3:14])[O:13][B:9]([B:9]2[O:13][C:12]([CH3:15])([CH3:14])[C:11]([CH3:17])([CH3:16])[O:10]2)[O:10]1.CC([O-])=O.[K+].Br[C:25]1[CH:40]=[CH:39][C:28]([O:29][C:30]2[NH:34][C:33]3[CH:35]=[CH:36][CH:37]=[CH:38][C:32]=3[N:31]=2)=[CH:27][CH:26]=1.O. Given the product [CH3:15][C:12]1([CH3:14])[C:11]([CH3:16])([CH3:17])[O:10][B:9]([C:25]2[CH:40]=[CH:39][C:28]([O:29][C:30]3[NH:34][C:33]4[CH:35]=[CH:36][CH:37]=[CH:38][C:32]=4[N:31]=3)=[CH:27][CH:26]=2)[O:13]1, predict the reactants needed to synthesize it. (6) The reactants are: Br[CH:2]1[CH2:8][CH2:7][CH2:6][C:5]2[CH:9]=[C:10]([N:13]3[CH2:17][C@H:16]([CH2:18][NH:19][C:20](=[O:22])[CH3:21])[O:15][C:14]3=[O:23])[CH:11]=[CH:12][C:4]=2[C:3]1=O.[C:25]1([NH:31][C:32](=S)[NH:33][NH2:34])[CH:30]=[CH:29][CH:28]=[CH:27][CH:26]=1. Given the product [O:23]=[C:14]1[N:13]([C:10]2[CH:11]=[CH:12][C:4]3[C:3]4[NH:34][N:33]=[C:32]([NH:31][C:25]5[CH:30]=[CH:29][CH:28]=[CH:27][CH:26]=5)[C:2]=4[CH2:8][CH2:7][CH2:6][C:5]=3[CH:9]=2)[CH2:17][C@H:16]([CH2:18][NH:19][C:20](=[O:22])[CH3:21])[O:15]1, predict the reactants needed to synthesize it. (7) Given the product [CH2:30]([O:33][C:17]([C:7]1[C:8]2[C:9](=[N:10][CH:11]=[C:12]([N+:14]([O-:16])=[O:15])[CH:13]=2)[N:5]([C:1]([CH3:2])([CH3:3])[CH3:4])[CH:6]=1)=[O:26])[CH2:31][CH3:32], predict the reactants needed to synthesize it. The reactants are: [C:1]([N:5]1[C:9]2=[N:10][CH:11]=[C:12]([N+:14]([O-:16])=[O:15])[CH:13]=[C:8]2[C:7]([C:17]#N)=[CH:6]1)([CH3:4])([CH3:3])[CH3:2].C1(C)C=CC(S(O)(=O)=[O:26])=CC=1.[CH2:30]([OH:33])[CH2:31][CH3:32]. (8) Given the product [N:8]1[C:9]2[C:4](=[CH:3][C:2]([NH:1][C:25](=[O:26])[CH2:24][CH2:23][C:19]3[CH:20]=[N:21][O:22][C:18]=3[C:12]3[CH:13]=[CH:14][CH:15]=[CH:16][CH:17]=3)=[CH:11][CH:10]=2)[CH:5]=[CH:6][CH:7]=1, predict the reactants needed to synthesize it. The reactants are: [NH2:1][C:2]1[CH:3]=[C:4]2[C:9](=[CH:10][CH:11]=1)[N:8]=[CH:7][CH:6]=[CH:5]2.[C:12]1([C:18]2[O:22][N:21]=[CH:20][C:19]=2[CH2:23][CH2:24][C:25](O)=[O:26])[CH:17]=[CH:16][CH:15]=[CH:14][CH:13]=1.O.ON1C2C=CC=CC=2N=N1.Cl.C(N=C=NCCCN(C)C)C. (9) Given the product [Cl:1][C:2]1[N:7]=[C:6]([CH3:8])[N:5]=[C:4]2[C:3]=1[N:14]=[C:18]([C:17]1[CH:20]=[CH:21][CH:22]=[CH:23][C:16]=1[Cl:15])[N:9]2[CH2:10][CH2:11][O:12][CH3:13], predict the reactants needed to synthesize it. The reactants are: [Cl:1][C:2]1[N:7]=[C:6]([CH3:8])[N:5]=[C:4]([NH:9][CH2:10][CH2:11][O:12][CH3:13])[C:3]=1[NH2:14].[Cl:15][C:16]1[CH:23]=[CH:22][CH:21]=[CH:20][C:17]=1[CH:18]=O.C(C1C(=O)C(Cl)=C(Cl)C(=O)C=1C#N)#N.